This data is from Catalyst prediction with 721,799 reactions and 888 catalyst types from USPTO. The task is: Predict which catalyst facilitates the given reaction. Reactant: [Cl:1][C:2]1[N:7]=[C:6](Cl)[C:5]([F:9])=[CH:4][N:3]=1.[OH-:10].[Na+].Cl. Product: [Cl:1][C:2]1[NH:7][C:6](=[O:10])[C:5]([F:9])=[CH:4][N:3]=1. The catalyst class is: 1.